From a dataset of Forward reaction prediction with 1.9M reactions from USPTO patents (1976-2016). Predict the product of the given reaction. (1) The product is: [C:39]([O:43][C:44](=[O:45])[NH:46][CH2:47][C:28](=[O:38])[NH:29][CH2:30][C:31]1[CH:36]=[CH:35][CH:34]=[CH:33][C:32]=1[NH:37][C:20](=[O:21])[CH2:19][NH:18][C:16]([O:15][CH2:14][CH:12]1[C:13]2[CH:1]=[CH:2][CH:3]=[CH:4][C:5]=2[C:6]2[C:11]1=[CH:10][CH:9]=[CH:8][CH:7]=2)=[O:17])([CH3:42])([CH3:41])[CH3:40]. Given the reactants [CH:1]1[C:13]2[CH:12]([CH2:14][O:15][C:16]([NH:18][CH2:19][C:20](O)=[O:21])=[O:17])[C:11]3[C:6](=[CH:7][CH:8]=[CH:9][CH:10]=3)[C:5]=2[CH:4]=[CH:3][CH:2]=1.C(O[C:28](=[O:38])[NH:29][CH2:30][C:31]1[CH:36]=[CH:35][CH:34]=[CH:33][C:32]=1[NH2:37])(C)(C)C.[C:39]([O:43][C:44]([NH:46][CH2:47]C(O)=O)=[O:45])([CH3:42])([CH3:41])[CH3:40], predict the reaction product. (2) Given the reactants [CH3:1][C:2]1[CH:3]=[C:4]([CH:7]=[CH:8][C:9]=1[N+:10]([O-:12])=[O:11])[CH2:5]Cl.[F:13][C:14]([F:28])([F:27])[C:15]1[CH:20]=[CH:19][C:18]([N:21]2[C:25](=[O:26])[NH:24][N:23]=[N:22]2)=[CH:17][CH:16]=1.C(=O)([O-])[O-].[K+].[K+].O, predict the reaction product. The product is: [CH3:1][C:2]1[CH:3]=[C:4]([CH:7]=[CH:8][C:9]=1[N+:10]([O-:12])=[O:11])[CH2:5][N:24]1[C:25](=[O:26])[N:21]([C:18]2[CH:17]=[CH:16][C:15]([C:14]([F:13])([F:28])[F:27])=[CH:20][CH:19]=2)[N:22]=[N:23]1. (3) Given the reactants [CH2:1]([N:8]1[C:16]2[C:11](=[CH:12][C:13]([NH2:17])=[CH:14][CH:15]=2)[CH:10]=[N:9]1)[C:2]1[CH:7]=[CH:6][CH:5]=[CH:4][CH:3]=1.[Cl:18][C:19]1[C:28]2[C:23](=[CH:24][CH:25]=[C:26]([C:29]3[O:30][C:31]([C:34]([F:37])([F:36])[F:35])=[N:32][N:33]=3)[CH:27]=2)[N:22]=[CH:21][N:20]=1, predict the reaction product. The product is: [ClH:18].[CH2:1]([N:8]1[C:16]2[C:11](=[CH:12][C:13]([NH:17][C:19]3[C:28]4[C:23](=[CH:24][CH:25]=[C:26]([C:29]5[O:30][C:31]([C:34]([F:37])([F:35])[F:36])=[N:32][N:33]=5)[CH:27]=4)[N:22]=[CH:21][N:20]=3)=[CH:14][CH:15]=2)[CH:10]=[N:9]1)[C:2]1[CH:3]=[CH:4][CH:5]=[CH:6][CH:7]=1. (4) Given the reactants [CH3:1][N:2]([CH3:31])[C@H:3]1[CH2:8][CH2:7][C@H:6]([N:9]([CH2:29][CH3:30])[C:10]2[C:11]([CH3:28])=[C:12]([CH:16]=[C:17]([C:19]#[C:20][CH2:21][N:22]3[CH2:27][CH2:26][O:25][CH2:24][CH2:23]3)[CH:18]=2)[C:13](O)=[O:14])[CH2:5][CH2:4]1.Cl.[NH2:33][CH2:34][C:35]1[C:36](=[O:43])[NH:37][C:38]([CH3:42])=[CH:39][C:40]=1[CH3:41].C1CN([P+](ON2N=NC3C=CC=CC2=3)(N2CCCC2)N2CCCC2)CC1.F[P-](F)(F)(F)(F)F.CCN(C(C)C)C(C)C, predict the reaction product. The product is: [CH3:41][C:40]1[CH:39]=[C:38]([CH3:42])[NH:37][C:36](=[O:43])[C:35]=1[CH2:34][NH:33][C:13](=[O:14])[C:12]1[CH:16]=[C:17]([C:19]#[C:20][CH2:21][N:22]2[CH2:27][CH2:26][O:25][CH2:24][CH2:23]2)[CH:18]=[C:10]([N:9]([C@H:6]2[CH2:7][CH2:8][C@H:3]([N:2]([CH3:31])[CH3:1])[CH2:4][CH2:5]2)[CH2:29][CH3:30])[C:11]=1[CH3:28].